The task is: Regression. Given a peptide amino acid sequence and an MHC pseudo amino acid sequence, predict their binding affinity value. This is MHC class II binding data.. This data is from Peptide-MHC class II binding affinity with 134,281 pairs from IEDB. (1) The peptide sequence is GVIYIMIISKKMMRK. The MHC is DRB4_0101 with pseudo-sequence DRB4_0103. The binding affinity (normalized) is 0.533. (2) The peptide sequence is ARTDLLAFTAFPKQI. The MHC is DRB1_0101 with pseudo-sequence DRB1_0101. The binding affinity (normalized) is 0.378. (3) The peptide sequence is AFKQAATAANAAPAN. The MHC is DRB1_0401 with pseudo-sequence DRB1_0401. The binding affinity (normalized) is 0.620.